This data is from Catalyst prediction with 721,799 reactions and 888 catalyst types from USPTO. The task is: Predict which catalyst facilitates the given reaction. (1) Reactant: C(OC([NH:8][C:9]1[CH:17]=[CH:16][C:15]([C:18]([F:21])([F:20])[F:19])=[CH:14][C:10]=1[C:11]([OH:13])=[O:12])=O)(C)(C)C.[ClH:22]. Product: [ClH:22].[NH2:8][C:9]1[CH:17]=[CH:16][C:15]([C:18]([F:19])([F:20])[F:21])=[CH:14][C:10]=1[C:11]([OH:13])=[O:12]. The catalyst class is: 12. (2) Reactant: [F:1][C:2]1[C:7]([CH:8]=[O:9])=[CH:6][C:5]([O:10]C)=[C:4]([O:12]C)[CH:3]=1.B(Br)(Br)Br. Product: [F:1][C:2]1[CH:3]=[C:4]([OH:12])[C:5]([OH:10])=[CH:6][C:7]=1[CH:8]=[O:9]. The catalyst class is: 4. (3) Reactant: [F:1][C:2]1[CH:18]=[CH:17][CH:16]=[C:15]([F:19])[C:3]=1[C:4]([NH:6][C:7]1[C:8]([C:12]([OH:14])=O)=[N:9][NH:10][CH:11]=1)=[O:5].[NH2:20][C:21]1[C:28]([NH2:29])=[CH:27][CH:26]=[CH:25][C:22]=1[CH2:23][OH:24].C(Cl)CCl.C1C=CC2N(O)N=NC=2C=1. Product: [NH2:20][C:21]1[C:22]([CH2:23][OH:24])=[CH:25][CH:26]=[CH:27][C:28]=1[NH:29][C:12]([C:8]1[C:7]([NH:6][C:4](=[O:5])[C:3]2[C:15]([F:19])=[CH:16][CH:17]=[CH:18][C:2]=2[F:1])=[CH:11][NH:10][N:9]=1)=[O:14]. The catalyst class is: 3. (4) Reactant: [CH:1]([O:4][C:5]1[C:6]([N+:21]([O-])=O)=[CH:7][C:8]([CH3:20])=[C:9]([C:11]2[CH2:16][CH2:15][CH:14]([N:17]([CH3:19])[CH3:18])[CH2:13][CH:12]=2)[CH:10]=1)([CH3:3])[CH3:2]. Product: [CH3:19][N:17]([CH3:18])[CH:14]1[CH2:13][CH2:12][CH:11]([C:9]2[C:8]([CH3:20])=[CH:7][C:6]([NH2:21])=[C:5]([O:4][CH:1]([CH3:2])[CH3:3])[CH:10]=2)[CH2:16][CH2:15]1. The catalyst class is: 19. (5) Reactant: [CH3:1][C:2]([C:4]1[C:5]([OH:12])=[CH:6][C:7]([OH:11])=[CH:8][C:9]=1[OH:10])=[O:3].C(=O)([O-])[O-].[K+].[K+].[C:19](Cl)(=[O:21])[CH3:20].Cl.O1CC[CH2:26][CH2:25]1. Product: [C:19]([C:1]1[C:2](=[O:3])[C:4]2[C:9]([OH:10])=[CH:8][C:7]([OH:11])=[CH:6][C:5]=2[O:12][C:25]=1[CH3:26])(=[O:21])[CH3:20]. The catalyst class is: 6.